Dataset: Forward reaction prediction with 1.9M reactions from USPTO patents (1976-2016). Task: Predict the product of the given reaction. (1) Given the reactants Br[C:2]1[C:6]2=[N:7][CH:8]=[C:9]([C:11]([OH:13])=[O:12])[CH:10]=[C:5]2[N:4]([C:14](=[O:26])[C:15]2[C:20]([C:21]([F:24])([F:23])[F:22])=[CH:19][CH:18]=[CH:17][C:16]=2[Cl:25])[N:3]=1.B(O)(O)O.[F-:31].[K+].O1[CH2:38][CH2:37][O:36][CH2:35]C1.[OH2:39], predict the reaction product. The product is: [Cl:25][C:16]1[CH:17]=[CH:18][CH:19]=[C:20]([C:21]([F:24])([F:23])[F:22])[C:15]=1[C:14]([N:4]1[C:5]2[C:6](=[N:7][CH:8]=[C:9]([C:11]([OH:13])=[O:12])[CH:10]=2)[C:2]([C:5]2[CH:6]=[CH:2][C:38]([C:37]([O:36][CH3:35])=[O:39])=[CH:9][C:10]=2[F:31])=[N:3]1)=[O:26]. (2) Given the reactants [Cl:1][C:2]1[C:7]([F:8])=[C:6]([Cl:9])[CH:5]=[CH:4][C:3]=1[C:10]([N:12]1[CH2:17][CH2:16][NH:15][C:14](=O)[CH2:13]1)=[O:11].F[B-](F)(F)F.C([O+](CC)CC)C.[CH3:31][C:32]1[N:33]=[C:34]([C:37]([NH:39][NH2:40])=O)[S:35][CH:36]=1, predict the reaction product. The product is: [Cl:1][C:2]1[C:7]([F:8])=[C:6]([Cl:9])[CH:5]=[CH:4][C:3]=1[C:10]([N:12]1[CH2:17][CH2:16][N:15]2[C:37]([C:34]3[S:35][CH:36]=[C:32]([CH3:31])[N:33]=3)=[N:39][N:40]=[C:14]2[CH2:13]1)=[O:11]. (3) Given the reactants [CH3:1][C:2]1[C:3](=[O:19])[NH:4][C:5]([CH3:18])=[CH:6][C:7]=1[O:8][CH2:9][C:10]1[CH:17]=[CH:16][CH:15]=[CH:14][C:11]=1[C:12]#[N:13].[H-].[Na+].[CH2:22](Br)[C:23]1[CH:28]=[CH:27][CH:26]=[CH:25][CH:24]=1, predict the reaction product. The product is: [CH2:22]([N:4]1[C:5]([CH3:18])=[CH:6][C:7]([O:8][CH2:9][C:10]2[CH:17]=[CH:16][CH:15]=[CH:14][C:11]=2[C:12]#[N:13])=[C:2]([CH3:1])[C:3]1=[O:19])[C:23]1[CH:28]=[CH:27][CH:26]=[CH:25][CH:24]=1.